From a dataset of Forward reaction prediction with 1.9M reactions from USPTO patents (1976-2016). Predict the product of the given reaction. (1) The product is: [C:17]([O:21][C:22](=[O:31])[NH:23][C@H:24]1[CH2:29][CH2:28][C@@H:27]([NH:33][C:12]([C:11]2[CH:10]=[N:9][C:8]([C:4]3[CH:5]=[CH:6][CH:7]=[C:2]([F:1])[CH:3]=3)=[CH:16][CH:15]=2)=[O:14])[CH2:26][CH2:25]1)([CH3:20])([CH3:19])[CH3:18]. Given the reactants [F:1][C:2]1[CH:3]=[C:4]([C:8]2[CH:16]=[CH:15][C:11]([C:12]([OH:14])=O)=[CH:10][N:9]=2)[CH:5]=[CH:6][CH:7]=1.[C:17]([O:21][C:22](=[O:31])[NH:23][C@H:24]1[CH2:29][CH2:28][CH2:27][C@H:26](N)[CH2:25]1)([CH3:20])([CH3:19])[CH3:18].C[N:33](C)C=O, predict the reaction product. (2) Given the reactants [C:1]([N:5]1[C:13]2[C:8](=[CH:9][CH:10]=[CH:11][CH:12]=2)[C:7]([N+:14]([O-])=O)=[N:6]1)([CH3:4])([CH3:3])[CH3:2], predict the reaction product. The product is: [C:1]([N:5]1[C:13]2[C:8](=[CH:9][CH:10]=[CH:11][CH:12]=2)[C:7]([NH2:14])=[N:6]1)([CH3:4])([CH3:2])[CH3:3]. (3) Given the reactants [H-].[Li+].[O:3]=[C:4]1[C:9]([C:10]([O:12][CH3:13])=[O:11])=C[CH:7]=[CH:6][NH:5]1.Br[CH2:15][CH:16]1[CH2:18][CH2:17]1.C[N:20](C=O)C, predict the reaction product. The product is: [CH:18]1([CH2:17][N:5]2[CH:6]=[CH:7][N:20]=[C:9]([C:10]([O:12][CH3:13])=[O:11])[C:4]2=[O:3])[CH2:16][CH2:15]1. (4) Given the reactants Cl[C:2]1[CH:3]=[N:4][CH:5]=[C:6]([C:10]2[CH:11]=[C:12]3[C:16](=[CH:17][CH:18]=2)[N:15]([C:19](=[O:31])[CH2:20][C:21]2[CH:26]=[CH:25][CH:24]=[C:23]([C:27]([F:30])([F:29])[F:28])[CH:22]=2)[CH2:14][CH2:13]3)[C:7]=1[C:8]#[N:9].O.[NH2:33][NH2:34], predict the reaction product. The product is: [F:28][C:27]([F:29])([F:30])[C:23]1[CH:22]=[C:21]([CH2:20][C:19]([N:15]2[C:16]3[C:12](=[CH:11][C:10]([C:6]4[CH:5]=[N:4][CH:3]=[C:2]5[NH:33][N:34]=[C:8]([NH2:9])[C:7]=45)=[CH:18][CH:17]=3)[CH2:13][CH2:14]2)=[O:31])[CH:26]=[CH:25][CH:24]=1. (5) Given the reactants CS([Cl:5])(=O)=O.[Cl:6][C:7]1[CH:12]=[CH:11][C:10]([C:13]2[CH:18]=[CH:17][C:16]([NH:19][C:20](=[O:31])[CH2:21][CH2:22][C:23]3[CH:28]=[CH:27][C:26]([CH2:29]O)=[CH:25][CH:24]=3)=[CH:15][CH:14]=2)=[CH:9][CH:8]=1.C(N(CC)CC)C, predict the reaction product. The product is: [Cl:6][C:7]1[CH:12]=[CH:11][C:10]([C:13]2[CH:18]=[CH:17][C:16]([NH:19][C:20](=[O:31])[CH2:21][CH2:22][C:23]3[CH:28]=[CH:27][C:26]([CH2:29][Cl:5])=[CH:25][CH:24]=3)=[CH:15][CH:14]=2)=[CH:9][CH:8]=1. (6) Given the reactants C([O:3][C:4](=[O:31])[CH2:5][CH2:6][CH2:7][CH2:8][CH2:9][N:10]1[CH2:15][CH2:14][O:13][C@@H:12]([CH2:16][NH:17][C:18](=[O:30])[C:19]2[CH:24]=[C:23]([Cl:25])[C:22]([NH2:26])=[CH:21][C:20]=2[O:27][CH2:28][CH3:29])[CH2:11]1)C.[OH-].[Na+].C(O)(=O)C, predict the reaction product. The product is: [NH2:26][C:22]1[C:23]([Cl:25])=[CH:24][C:19]([C:18]([NH:17][CH2:16][C@H:12]2[CH2:11][N:10]([CH2:9][CH2:8][CH2:7][CH2:6][CH2:5][C:4]([OH:31])=[O:3])[CH2:15][CH2:14][O:13]2)=[O:30])=[C:20]([O:27][CH2:28][CH3:29])[CH:21]=1. (7) Given the reactants C([O:8][C:9]1[CH:14]=[CH:13][N:12]([C:15]2[CH:16]=[CH:17][C:18]3[C:19]4[CH2:28][N:27]([C:29]([O:31][C:32]([CH3:35])([CH3:34])[CH3:33])=[O:30])[CH2:26][CH2:25][C:20]=4[N:21]([CH3:24])[C:22]=3[CH:23]=2)[C:11](=[O:36])[CH:10]=1)C1C=CC=CC=1.C([O-])=O.[NH4+], predict the reaction product. The product is: [OH:8][C:9]1[CH:14]=[CH:13][N:12]([C:15]2[CH:16]=[CH:17][C:18]3[C:19]4[CH2:28][N:27]([C:29]([O:31][C:32]([CH3:34])([CH3:33])[CH3:35])=[O:30])[CH2:26][CH2:25][C:20]=4[N:21]([CH3:24])[C:22]=3[CH:23]=2)[C:11](=[O:36])[CH:10]=1. (8) Given the reactants [I-].[Na+].Cl[CH2:4][CH:5]1[CH2:7][N:6]1[C:8]1[CH:9]=[C:10]2[C:19](=[CH:20][CH:21]=1)[S:18][C:17]1[C:16]([C:22]3[NH:27][C:26](=[O:28])[CH:25]=[C:24]([N:29]4[CH2:34][CH2:33][O:32][CH2:31][CH2:30]4)[CH:23]=3)=[CH:15][CH:14]=[CH:13][C:12]=1[S:11]2.O, predict the reaction product. The product is: [O:32]1[CH2:33][CH2:34][N:29]([C:24]2[CH:23]=[C:22]([C:16]3[C:17]4[S:18][C:19]5[C:10](=[CH:9][C:8]([N:6]6[CH2:7][CH:5]6[CH2:4][N:27]6[CH2:22][CH2:23][CH2:24][CH2:25][CH2:26]6)=[CH:21][CH:20]=5)[S:11][C:12]=4[CH:13]=[CH:14][CH:15]=3)[NH:27][C:26](=[O:28])[CH:25]=2)[CH2:30][CH2:31]1. (9) Given the reactants [C:1]1([C:7]2([CH3:17])[C:12](=[O:13])[N:11]([CH3:14])[C:10](=[O:15])[NH:9][C:8]2=[O:16])[CH2:6][CH2:5][CH2:4][CH2:3][CH:2]=1.Br[CH2:19][C:20]([C:22]1[CH:27]=[CH:26][CH:25]=[C:24]([O:28][CH3:29])[CH:23]=1)=[O:21].C([O-])([O-])=O.[K+].[K+], predict the reaction product. The product is: [C:1]1([C:7]2([CH3:17])[C:8](=[O:16])[N:9]([CH2:19][C:20]([C:22]3[CH:27]=[CH:26][CH:25]=[C:24]([O:28][CH3:29])[CH:23]=3)=[O:21])[C:10](=[O:15])[N:11]([CH3:14])[C:12]2=[O:13])[CH2:6][CH2:5][CH2:4][CH2:3][CH:2]=1.